Predict the reactants needed to synthesize the given product. From a dataset of Full USPTO retrosynthesis dataset with 1.9M reactions from patents (1976-2016). (1) Given the product [CH3:1][O:2][C:3](=[O:15])[C:4]1[CH:5]=[C:6]([O:11][CH2:12][C:13]([CH3:17])=[CH2:14])[CH:7]=[C:8]([OH:10])[CH:9]=1, predict the reactants needed to synthesize it. The reactants are: [CH3:1][O:2][C:3](=[O:15])[C:4]1[CH:9]=[C:8]([OH:10])[CH:7]=[C:6]([O:11][CH2:12][CH:13]=[CH2:14])[CH:5]=1.O[C:17]1C=C(C=C(O)C=1)C(OC)=O.C(=O)([O-])[O-].[K+].[K+].BrCC(C)=C. (2) Given the product [OH:4][C:5]1[CH:6]=[CH:7][C:8]([C:18](=[O:39])[C:19]2[CH:24]=[CH:23][C:22]([O:25][CH2:26][C:27]3[N:28]=[C:29]([C:33]4[CH:38]=[CH:37][CH:36]=[CH:35][CH:34]=4)[O:30][C:31]=3[CH3:32])=[CH:21][CH:20]=2)=[C:9]([CH:17]=1)[O:10][CH2:11][C:12]([OH:14])=[O:13], predict the reactants needed to synthesize it. The reactants are: COC[O:4][C:5]1[CH:6]=[CH:7][C:8]([C:18](=[O:39])[C:19]2[CH:24]=[CH:23][C:22]([O:25][CH2:26][C:27]3[N:28]=[C:29]([C:33]4[CH:38]=[CH:37][CH:36]=[CH:35][CH:34]=4)[O:30][C:31]=3[CH3:32])=[CH:21][CH:20]=2)=[C:9]([CH:17]=1)[O:10][CH2:11][C:12]([O:14]CC)=[O:13].Cl. (3) Given the product [NH2:19][C:16]1[CH:15]=[CH:14][C:13]([N:11]2[CH2:12][C:8]3([CH2:7][CH:6]([CH2:5][C:4]([O:3][CH2:1][CH3:2])=[O:22])[CH2:9]3)[CH2:10]2)=[N:18][CH:17]=1, predict the reactants needed to synthesize it. The reactants are: [CH2:1]([O:3][C:4](=[O:22])[CH2:5][CH:6]1[CH2:9][C:8]2([CH2:12][N:11]([C:13]3[N:18]=[CH:17][C:16]([NH+:19]([O-])O)=[CH:15][CH:14]=3)[CH2:10]2)[CH2:7]1)[CH3:2]. (4) Given the product [Br:1][CH2:41][CH2:40][O:39][CH2:38][C:29]1[CH:30]=[CH:31][C:32]2[C:37](=[CH:36][CH:35]=[CH:34][CH:33]=2)[CH:28]=1, predict the reactants needed to synthesize it. The reactants are: [Br:1]N1C(=O)CCC1=O.C1(P(C2C=CC=CC=2)C2C=CC=CC=2)C=CC=CC=1.[CH:28]1[C:37]2[C:32](=[CH:33][CH:34]=[CH:35][CH:36]=2)[CH:31]=[CH:30][C:29]=1[CH2:38][O:39][CH2:40][CH2:41]O. (5) The reactants are: P(Cl)(Cl)(Cl)=O.[CH2:6]1[C:12]2[CH:13]=[CH:14][CH:15]=[CH:16][C:11]=2[CH2:10][CH2:9][CH2:8][N:7]1[C:17](=O)[CH3:18].[NH2:20][C:21]1[CH:28]=[CH:27][CH:26]=[C:25]([Cl:29])[C:22]=1[C:23]#[N:24].C(=O)(O)[O-].[Na+]. Given the product [Cl:29][C:25]1[CH:26]=[CH:27][CH:28]=[C:21]([N:20]=[C:17]([N:7]2[CH2:8][CH2:9][CH2:10][C:11]3[CH:16]=[CH:15][CH:14]=[CH:13][C:12]=3[CH2:6]2)[CH3:18])[C:22]=1[C:23]#[N:24], predict the reactants needed to synthesize it.